From a dataset of Reaction yield outcomes from USPTO patents with 853,638 reactions. Predict the reaction yield, written as a fraction of the theoretical maximum amount of product (1.0 means a 100% yield; for example, 0.34 means a 34% yield). (1) The reactants are [C:1]([O:5][C:6](=[O:32])[CH2:7][O:8][C:9]1[C:18]2[CH2:17][CH2:16][CH2:15][C@@H:14]([N:19]([S:21]([C:24]3[CH:29]=[CH:28][C:27](F)=[C:26]([Cl:31])[CH:25]=3)(=[O:23])=[O:22])[CH3:20])[C:13]=2[CH:12]=[CH:11][CH:10]=1)([CH3:4])([CH3:3])[CH3:2].[Cl:33][C:34]1[CH:39]=[CH:38][C:37]([OH:40])=[CH:36][CH:35]=1. No catalyst specified. The product is [C:1]([O:5][C:6](=[O:32])[CH2:7][O:8][C:9]1[C:18]2[CH2:17][CH2:16][CH2:15][C@@H:14]([N:19]([S:21]([C:24]3[CH:29]=[CH:28][C:27]([O:40][C:37]4[CH:38]=[CH:39][C:34]([Cl:33])=[CH:35][CH:36]=4)=[C:26]([Cl:31])[CH:25]=3)(=[O:23])=[O:22])[CH3:20])[C:13]=2[CH:12]=[CH:11][CH:10]=1)([CH3:4])([CH3:3])[CH3:2]. The yield is 0.750. (2) The reactants are O1CCCCC1[N:7]1[C:15]2[C:10](=[CH:11][C:12]([C:16]3[N:20]=[CH:19][N:18](C(C4C=CC=CC=4)(C4C=CC=CC=4)C4C=CC=CC=4)[N:17]=3)=[CH:13][CH:14]=2)[C:9]([C:40]2[CH:41]=[C:42]([NH2:46])[CH:43]=[CH:44][CH:45]=2)=[N:8]1.Cl[CH2:48][C:49](Cl)=[O:50].C(N(CC)C(C)C)(C)C.[CH3:61][N:62]1[CH2:67][CH2:66][NH:65][CH2:64][CH2:63]1. The catalyst is O1CCCC1.O. The product is [NH:18]1[CH:19]=[N:20][C:16]([C:12]2[CH:11]=[C:10]3[C:15](=[CH:14][CH:13]=2)[NH:7][N:8]=[C:9]3[C:40]2[CH:41]=[C:42]([NH:46][C:49](=[O:50])[CH2:48][N:65]3[CH2:66][CH2:67][N:62]([CH3:61])[CH2:63][CH2:64]3)[CH:43]=[CH:44][CH:45]=2)=[N:17]1. The yield is 0.540. (3) The reactants are [C:1]([C:4]1[C:9](=[O:10])[CH:8]=[CH:7][N:6]([C:11]2[CH:16]=[CH:15][CH:14]=[C:13]([C:17]([F:20])([F:19])[F:18])[CH:12]=2)[N:5]=1)(=[O:3])[CH3:2].CO[C:23](OC)([N:25]([CH3:27])[CH3:26])[CH3:24]. No catalyst specified. The product is [CH3:26][N:25]([CH3:27])[C:23]([CH3:24])=[CH:2][C:1]([C:4]1[C:9](=[O:10])[CH:8]=[CH:7][N:6]([C:11]2[CH:16]=[CH:15][CH:14]=[C:13]([C:17]([F:19])([F:20])[F:18])[CH:12]=2)[N:5]=1)=[O:3]. The yield is 0.680.